This data is from Full USPTO retrosynthesis dataset with 1.9M reactions from patents (1976-2016). The task is: Predict the reactants needed to synthesize the given product. Given the product [Cl:39][C:36]1[CH:35]=[CH:34][C:33]([C@H:17]([NH:16][C:2]2[C:3]3[N:11]=[CH:10][CH:9]=[C:8]([C:12]([NH2:14])=[O:13])[C:4]=3[N:5]=[CH:6][N:7]=2)[CH2:18][NH:19][CH3:32])=[CH:38][CH:37]=1, predict the reactants needed to synthesize it. The reactants are: O[C:2]1[C:3]2[N:11]=[CH:10][CH:9]=[C:8]([C:12]([NH2:14])=[O:13])[C:4]=2[N:5]=[CH:6][N:7]=1.Cl.[NH2:16][C@@H:17]([C:33]1[CH:38]=[CH:37][C:36]([Cl:39])=[CH:35][CH:34]=1)[CH2:18][N:19]([CH3:32])S(C1C=CC([N+]([O-])=O)=CC=1)(=O)=O.